This data is from Catalyst prediction with 721,799 reactions and 888 catalyst types from USPTO. The task is: Predict which catalyst facilitates the given reaction. (1) The catalyst class is: 678. Reactant: [C:1]([O:4][CH2:5][CH2:6][CH:7]([OH:20])[CH2:8][N:9]1[C:13](=[O:14])[C:12]2=[CH:15][CH:16]=[CH:17][CH:18]=[C:11]2[C:10]1=[O:19])(=[O:3])[CH3:2].C[N+]1([O-])CCOCC1. Product: [C:1]([O:4][CH2:5][CH2:6][C:7](=[O:20])[CH2:8][N:9]1[C:10](=[O:19])[C:11]2=[CH:18][CH:17]=[CH:16][CH:15]=[C:12]2[C:13]1=[O:14])(=[O:3])[CH3:2]. (2) Reactant: Br[CH:2]=[C:3]1[C:16]2[CH:15]=[CH:14][CH:13]=[CH:12][C:11]=2[O:10][C:9]2[C:4]1=[CH:5][CH:6]=[CH:7][CH:8]=2.CC1(C)C(C)(C)OB([C:25]2[CH:26]=[C:27]([NH:31][S:32]([CH3:35])(=[O:34])=[O:33])[CH:28]=[CH:29][CH:30]=2)O1.C([O-])([O-])=O.[Na+].[Na+]. Product: [CH:15]1[C:16]2[C:3](=[CH:2][C:25]3[CH:26]=[C:27]([NH:31][S:32]([CH3:35])(=[O:33])=[O:34])[CH:28]=[CH:29][CH:30]=3)[C:4]3[C:9](=[CH:8][CH:7]=[CH:6][CH:5]=3)[O:10][C:11]=2[CH:12]=[CH:13][CH:14]=1. The catalyst class is: 77. (3) Reactant: FC(F)(F)C(O)=O.C([O:15][C:16]1[CH:35]=[CH:34][C:19]([CH2:20][C:21]2[O:25][N:24]=[C:23]([C:26]3[C:27]([NH2:33])=[N:28][CH:29]=[C:30]([Cl:32])[CH:31]=3)[CH:22]=2)=[CH:18][CH:17]=1)C1C=CC=CC=1.C1(SC)C=CC=CC=1.C(=O)([O-])O.[Na+]. Product: [NH2:33][C:27]1[C:26]([C:23]2[CH:22]=[C:21]([CH2:20][C:19]3[CH:34]=[CH:35][C:16]([OH:15])=[CH:17][CH:18]=3)[O:25][N:24]=2)=[CH:31][C:30]([Cl:32])=[CH:29][N:28]=1. The catalyst class is: 6. (4) Reactant: [C:1]1([S:7]([N:10]2[C:14]3=[N:15][CH:16]=[C:17]([N+:28]([O-])=O)[C:18]([NH:19][C@@H:20]4[CH2:25][CH2:24][CH2:23][C@H:22]([C:26]#[N:27])[CH2:21]4)=[C:13]3[CH:12]=[CH:11]2)(=[O:9])=[O:8])[CH:6]=[CH:5][CH:4]=[CH:3][CH:2]=1.[Cl-].[NH4+]. Product: [NH2:28][C:17]1[C:18]([NH:19][C@@H:20]2[CH2:25][CH2:24][CH2:23][C@H:22]([C:26]#[N:27])[CH2:21]2)=[C:13]2[CH:12]=[CH:11][N:10]([S:7]([C:1]3[CH:6]=[CH:5][CH:4]=[CH:3][CH:2]=3)(=[O:9])=[O:8])[C:14]2=[N:15][CH:16]=1. The catalyst class is: 406. (5) Reactant: C([O:8][C:9]1[C:14]([Cl:15])=[CH:13][C:12]([C:16]([N:18]2[C:27]3[C:22](=[CH:23][CH:24]=[CH:25][CH:26]=3)[N:21]([S:28]([CH3:31])(=[O:30])=[O:29])[CH2:20][CH2:19]2)=[O:17])=[CH:11][C:10]=1[Cl:32])C1C=CC=CC=1. Product: [Cl:15][C:14]1[CH:13]=[C:12]([C:16]([N:18]2[C:27]3[C:22](=[CH:23][CH:24]=[CH:25][CH:26]=3)[N:21]([S:28]([CH3:31])(=[O:30])=[O:29])[CH2:20][CH2:19]2)=[O:17])[CH:11]=[C:10]([Cl:32])[C:9]=1[OH:8]. The catalyst class is: 457. (6) Product: [CH3:16][C:11]1[CH:10]=[C:9]([NH:8][C:5]2[N:4]=[C:3]([N:17]3[CH:21]=[CH:20][C:19]([C:22]([F:25])([F:24])[F:23])=[N:18]3)[C:2]([C:34]3[CH:33]=[CH:32][C:31]4[S:27](=[O:40])(=[O:26])[NH:28][C:29](=[O:39])[C:30]=4[CH:35]=3)=[CH:7][N:6]=2)[CH:14]=[C:13]([CH3:15])[CH:12]=1. Reactant: Br[C:2]1[C:3]([N:17]2[CH:21]=[CH:20][C:19]([C:22]([F:25])([F:24])[F:23])=[N:18]2)=[N:4][C:5]([NH:8][C:9]2[CH:14]=[C:13]([CH3:15])[CH:12]=[C:11]([CH3:16])[CH:10]=2)=[N:6][CH:7]=1.[O:26]=[S:27]1(=[O:40])[C:31]2[CH:32]=[CH:33][C:34](B(O)O)=[CH:35][C:30]=2[C:29](=[O:39])[NH:28]1.C(Cl)Cl.C(=O)([O-])[O-].[Na+].[Na+]. The catalyst class is: 647. (7) Reactant: [N:1]([O-])=O.[Na+].[NH2:5][C:6]1[CH:7]=[CH:8][C:9]([NH:12][C:13]([CH:15]2[CH2:20][CH2:19][CH2:18][CH2:17][CH2:16]2)=[O:14])=[N:10][CH:11]=1.[Sn](Cl)Cl.[OH-].[K+]. Product: [NH:5]([C:6]1[CH:7]=[CH:8][C:9]([NH:12][C:13]([CH:15]2[CH2:16][CH2:17][CH2:18][CH2:19][CH2:20]2)=[O:14])=[N:10][CH:11]=1)[NH2:1]. The catalyst class is: 33.